Dataset: Forward reaction prediction with 1.9M reactions from USPTO patents (1976-2016). Task: Predict the product of the given reaction. (1) Given the reactants [Cl:1][C:2]1[C:7]([O:8][CH3:9])=[CH:6][C:5]([NH:10][C:11]2[C:16]([C:17]#[N:18])=[CH:15][N:14]=[C:13]3[C:19]4[CH:25]=[C:24]([N+:26]([O-])=O)[CH:23]=[CH:22][C:20]=4[S:21][C:12]=23)=[C:4]([CH3:29])[CH:3]=1.[Cl-].[NH4+], predict the reaction product. The product is: [NH2:26][C:24]1[CH:23]=[CH:22][C:20]2[S:21][C:12]3[C:13](=[N:14][CH:15]=[C:16]([C:17]#[N:18])[C:11]=3[NH:10][C:5]3[CH:6]=[C:7]([O:8][CH3:9])[C:2]([Cl:1])=[CH:3][C:4]=3[CH3:29])[C:19]=2[CH:25]=1. (2) Given the reactants [CH3:1][O:2][CH2:3][C:4](Cl)=[O:5].[N:7]1([CH2:12][CH2:13][CH2:14][O:15][C:16]2[CH:21]=[CH:20][C:19]([C:22]3([C:28]([N:30]4[CH2:35][CH2:34][NH:33][CH2:32][CH2:31]4)=[O:29])[CH2:27][CH2:26][O:25][CH2:24][CH2:23]3)=[CH:18][CH:17]=2)[CH2:11][CH2:10][CH2:9][CH2:8]1.C(N(CC)C(C)C)(C)C, predict the reaction product. The product is: [CH3:1][O:2][CH2:3][C:4]([N:33]1[CH2:34][CH2:35][N:30]([C:28]([C:22]2([C:19]3[CH:20]=[CH:21][C:16]([O:15][CH2:14][CH2:13][CH2:12][N:7]4[CH2:8][CH2:9][CH2:10][CH2:11]4)=[CH:17][CH:18]=3)[CH2:23][CH2:24][O:25][CH2:26][CH2:27]2)=[O:29])[CH2:31][CH2:32]1)=[O:5]. (3) Given the reactants [N+:1]([CH3:4])([O-:3])=[O:2].[CH:5](=O)[C:6]1[CH:11]=[CH:10][CH:9]=[CH:8][CH:7]=1.[OH-].[Na+].Cl, predict the reaction product. The product is: [C:6]1([CH2:5][CH2:4][N+:1]([O-:3])=[O:2])[CH:11]=[CH:10][CH:9]=[CH:8][CH:7]=1. (4) Given the reactants C[O:2][C:3](=O)[CH2:4][O:5][C:6]1[CH:15]=[CH:14][C:9]([C:10]([O:12][CH3:13])=[O:11])=[CH:8][C:7]=1[N+:16]([O-])=O.[Cl-].[Ca+2].[Cl-].O, predict the reaction product. The product is: [O:2]=[C:3]1[NH:16][C:7]2[CH:8]=[C:9]([C:10]([O:12][CH3:13])=[O:11])[CH:14]=[CH:15][C:6]=2[O:5][CH2:4]1.